This data is from Reaction yield outcomes from USPTO patents with 853,638 reactions. The task is: Predict the reaction yield, written as a fraction of the theoretical maximum amount of product (1.0 means a 100% yield; for example, 0.34 means a 34% yield). (1) The reactants are [F:1][C:2]([F:15])([F:14])[C:3]1[CH:12]=[C:11]2[C:6]([C:7]([SH:13])=[CH:8][CH:9]=[N:10]2)=[CH:5][CH:4]=1.[H-].[Na+].[Br:18][CH2:19][C:20]1[CH:25]=[CH:24][C:23]([CH2:26]Br)=[CH:22][CH:21]=1.O. The catalyst is CN(C=O)C. The product is [Br:18][CH2:19][C:20]1[CH:25]=[CH:24][C:23]([CH2:26][S:13][C:7]2[C:6]3[C:11](=[CH:12][C:3]([C:2]([F:1])([F:14])[F:15])=[CH:4][CH:5]=3)[N:10]=[CH:9][CH:8]=2)=[CH:22][CH:21]=1. The yield is 0.150. (2) The reactants are C(=[N:14][C:15]1[CH:16]=[CH:17][C:18]2[N:19]([N:21]=[CH:22][N:23]=2)[CH:20]=1)(C1C=CC=CC=1)C1C=CC=CC=1.Cl.NO.CC([O-])=O.[Na+]. The catalyst is CO. The product is [N:23]1[CH:22]=[N:21][N:19]2[CH:20]=[C:15]([NH2:14])[CH:16]=[CH:17][C:18]=12. The yield is 0.400. (3) The reactants are [F:1][C:2]1[CH:36]=[CH:35][C:5]([CH2:6][N:7]2[C:19](=[O:20])[C:18]3[C:17]([O:21][Si:22]([CH:29]([CH3:31])[CH3:30])([CH:26]([CH3:28])[CH3:27])[CH:23]([CH3:25])[CH3:24])=[C:16]4[C:11]([CH:12]=[CH:13][CH:14]=[N:15]4)=[C:10]([O:32][CH3:33])[C:9]=3[C:8]2=[O:34])=[CH:4][CH:3]=1.[C:37]1([Mg]Br)[CH:42]=[CH:41][CH:40]=[CH:39][CH:38]=1.CCOCC. The catalyst is C1COCC1.CCOC(C)=O. The product is [F:1][C:2]1[CH:3]=[CH:4][C:5]([CH2:6][N:7]2[C:19](=[O:20])[C:18]3[C:17]([O:21][Si:22]([CH:29]([CH3:30])[CH3:31])([CH:26]([CH3:27])[CH3:28])[CH:23]([CH3:25])[CH3:24])=[C:16]4[C:11]([CH:12]=[CH:13][CH:14]=[N:15]4)=[C:10]([O:32][CH3:33])[C:9]=3[C:8]2([OH:34])[C:37]2[CH:42]=[CH:41][CH:40]=[CH:39][CH:38]=2)=[CH:35][CH:36]=1. The yield is 0.800.